Predict the reactants needed to synthesize the given product. From a dataset of Full USPTO retrosynthesis dataset with 1.9M reactions from patents (1976-2016). (1) The reactants are: C([O:3][C:4](=[O:38])[CH2:5][CH:6]1[S:10][C:9]([C:11]2[NH:12][C:13]3[C:18]([CH:19]=2)=[CH:17][C:16]([O:20][C:21]2[CH:22]=[N:23][C:24]([S:27]([CH3:30])(=[O:29])=[O:28])=[CH:25][CH:26]=2)=[CH:15][C:14]=3[O:31][CH:32]2[CH2:37][CH2:36][O:35][CH2:34][CH2:33]2)=[N:8][CH2:7]1)C.[OH-].[Na+]. Given the product [CH3:30][S:27]([C:24]1[N:23]=[CH:22][C:21]([O:20][C:16]2[CH:17]=[C:18]3[C:13](=[C:14]([O:31][CH:32]4[CH2:37][CH2:36][O:35][CH2:34][CH2:33]4)[CH:15]=2)[NH:12][C:11]([C:9]2[S:10][CH:6]([CH2:5][C:4]([OH:38])=[O:3])[CH2:7][N:8]=2)=[CH:19]3)=[CH:26][CH:25]=1)(=[O:28])=[O:29], predict the reactants needed to synthesize it. (2) The reactants are: [C:1]([C:5]1[CH:6]=[C:7]([N:12]2[C:16]([CH2:17][CH:18]3[CH2:23][CH2:22][CH2:21][CH2:20][CH2:19]3)=[C:15]([Cl:24])[C:14]([C:25]([O:27]C)=O)=[N:13]2)[CH:8]=[C:9]([CH3:11])[CH:10]=1)([CH3:4])([CH3:3])[CH3:2].[OH-].[Na+].C(Cl)(=O)C([Cl:34])=O. Given the product [C:1]([C:5]1[CH:6]=[C:7]([N:12]2[C:16]([CH2:17][CH:18]3[CH2:23][CH2:22][CH2:21][CH2:20][CH2:19]3)=[C:15]([Cl:24])[C:14]([C:25]([Cl:34])=[O:27])=[N:13]2)[CH:8]=[C:9]([CH3:11])[CH:10]=1)([CH3:3])([CH3:4])[CH3:2], predict the reactants needed to synthesize it. (3) Given the product [CH2:1]([O:3][C:4](=[O:12])[C:5]([C:10]#[N:11])([CH2:21][C:22]1[CH:27]=[C:26]([O:28][C:29]2[CH:34]=[CH:33][CH:32]=[CH:31][CH:30]=2)[CH:25]=[CH:24][C:23]=1[N+:35]([O-:37])=[O:36])[CH2:6][CH2:7][CH:8]=[CH2:9])[CH3:2], predict the reactants needed to synthesize it. The reactants are: [CH2:1]([O:3][C:4](=[O:12])[CH:5]([C:10]#[N:11])[CH2:6][CH2:7][CH:8]=[CH2:9])[CH3:2].CN(C=O)C.[H-].[Na+].Cl[CH2:21][C:22]1[CH:27]=[C:26]([O:28][C:29]2[CH:34]=[CH:33][CH:32]=[CH:31][CH:30]=2)[CH:25]=[CH:24][C:23]=1[N+:35]([O-:37])=[O:36]. (4) Given the product [C:74]([O:73][C:71](=[O:72])[C@@H:65]([NH:64][C:30](=[O:32])[C:29]1[CH:28]=[CH:27][C:26]([CH2:25][NH:24][C:22](=[O:23])[CH2:21][CH2:20][CH2:19][CH2:18][CH2:17][CH2:16][CH2:15][CH2:14][CH2:13][CH2:12][CH2:11][CH2:10][CH2:9][CH2:8][C:6]([O:5][C:1]([CH3:2])([CH3:3])[CH3:4])=[O:7])=[CH:34][CH:33]=1)[CH2:66][CH2:67][C:68]([OH:70])=[O:69])([CH3:77])([CH3:75])[CH3:76], predict the reactants needed to synthesize it. The reactants are: [C:1]([O:5][C:6]([CH2:8][CH2:9][CH2:10][CH2:11][CH2:12][CH2:13][CH2:14][CH2:15][CH2:16][CH2:17][CH2:18][CH2:19][CH2:20][CH2:21][C:22]([NH:24][CH2:25][C:26]1[CH:34]=[CH:33][C:29]([C:30]([OH:32])=O)=[CH:28][CH:27]=1)=[O:23])=[O:7])([CH3:4])([CH3:3])[CH3:2].CCN(C(C)C)C(C)C.[B-](F)(F)(F)F.CN(C(ON1C(=O)CCC1=O)=[N+](C)C)C.[NH2:64][C@H:65]([C:71]([O:73][C:74]([CH3:77])([CH3:76])[CH3:75])=[O:72])[CH2:66][CH2:67][C:68](=[O:70])[OH:69]. (5) Given the product [Cl:13][C:14]1[CH:15]=[N:16][CH:17]=[CH:18][C:19]=1[S:20][C:2]1[S:6][C:5]([C:7](=[O:9])[CH3:8])=[CH:4][C:3]=1[N+:10]([O-:12])=[O:11], predict the reactants needed to synthesize it. The reactants are: Cl[C:2]1[S:6][C:5]([C:7](=[O:9])[CH3:8])=[CH:4][C:3]=1[N+:10]([O-:12])=[O:11].[Cl:13][C:14]1[CH:15]=[N:16][CH:17]=[CH:18][C:19]=1[SH:20]. (6) The reactants are: C([O:3][C:4]([C:6]1[CH:7]=[N:8][O:9][C:10]=1[CH3:11])=[O:5])C.S(=O)(=O)(O)O. Given the product [CH3:11][C:10]1[O:9][N:8]=[CH:7][C:6]=1[C:4]([OH:5])=[O:3], predict the reactants needed to synthesize it. (7) Given the product [Br:21][C:20]([Br:24])=[CH:32][CH:31]1[CH2:30][CH:29]([O:34][CH3:35])[O:28][CH:27]1[O:26][CH3:25], predict the reactants needed to synthesize it. The reactants are: C1(P(C2C=CC=CC=2)C2C=CC=CC=2)C=CC=CC=1.[C:20]([Br:24])(Br)(Br)[Br:21].[CH3:25][O:26][CH:27]1[CH:31]([CH:32]=O)[CH2:30][CH:29]([O:34][CH3:35])[O:28]1.